The task is: Regression. Given a peptide amino acid sequence and an MHC pseudo amino acid sequence, predict their binding affinity value. This is MHC class I binding data.. This data is from Peptide-MHC class I binding affinity with 185,985 pairs from IEDB/IMGT. (1) The peptide sequence is GTSGSPIINR. The MHC is HLA-B57:01 with pseudo-sequence HLA-B57:01. The binding affinity (normalized) is 0.233. (2) The MHC is HLA-A01:01 with pseudo-sequence HLA-A01:01. The binding affinity (normalized) is 0.346. The peptide sequence is TSQKSIVAY.